Dataset: Blood-brain barrier permeability classification from the B3DB database. Task: Regression/Classification. Given a drug SMILES string, predict its absorption, distribution, metabolism, or excretion properties. Task type varies by dataset: regression for continuous measurements (e.g., permeability, clearance, half-life) or binary classification for categorical outcomes (e.g., BBB penetration, CYP inhibition). Dataset: b3db_classification. (1) The compound is O=C(O)CC[C@@]1(CCC(=O)NCc2cc3cc(F)ccc3[nH]2)CCC(=O)N1. The result is 0 (does not penetrate BBB). (2) The drug is O=C(CCCl)NCc1ccccc1. The result is 1 (penetrates BBB). (3) The drug is CC1(C)[C@@H](OC(=O)CCC(=O)O)CC[C@@]2(C)[C@H]1CC[C@]1(C)[C@@H]2C(=O)C=C2[C@@H]3C[C@@](C)(C(=O)O)CC[C@]3(C)CC[C@]21C. The result is 0 (does not penetrate BBB). (4) The molecule is Cn1c2c(c3ccccc31)C(=O)[C@@H](Cn1ccnc1)CC2. The result is 1 (penetrates BBB). (5) The drug is C[C@H]1CN(C)C[C@H]2Cc3c(ccc4ccccc34)O[C@@]12O. The result is 1 (penetrates BBB). (6) The result is 1 (penetrates BBB). The drug is C[C@H](C(=O)c1ccccc1)N(C)C. (7) The drug is CCCC(C)(COC(N)=O)COC(=O)NC. The result is 1 (penetrates BBB). (8) The drug is CC12C=CC(=O)C=C1CCC1C3CCC(O)(C(=O)CO)C3(C)CC(Cl)C12Cl. The result is 1 (penetrates BBB). (9) The drug is COC1C=COC2(C)Oc3c(C)c(O)c4c(O)c(cc(O)c4c3C2=O)NC(=O)C(C)=CC=CC(C)C(O)C(C)C(O)C(C)C(OC(C)=O)C1C. The result is 0 (does not penetrate BBB).